This data is from Full USPTO retrosynthesis dataset with 1.9M reactions from patents (1976-2016). The task is: Predict the reactants needed to synthesize the given product. (1) Given the product [F:8][C:5]1[N:4]=[C:3]([C:9]([O:11][CH3:12])=[O:10])[C:2]([O:18][CH3:16])=[N:7][CH:6]=1, predict the reactants needed to synthesize it. The reactants are: F[C:2]1[C:3]([C:9]([O:11][CH3:12])=[O:10])=[N:4][C:5]([F:8])=[CH:6][N:7]=1.C[O-].[Na+].[C:16](OCC)(=[O:18])C.O. (2) Given the product [N+:15]([C:10]1[CH:11]=[C:12]([S:2]([NH2:20])(=[O:5])=[O:3])[CH:13]=[CH:14][C:9]=1[O:8][C:7]([F:18])([F:19])[F:6])([O-:17])=[O:16], predict the reactants needed to synthesize it. The reactants are: Cl[S:2]([OH:5])(=O)=[O:3].[F:6][C:7]([F:19])([F:18])[O:8][C:9]1[CH:14]=[CH:13][CH:12]=[CH:11][C:10]=1[N+:15]([O-:17])=[O:16].[NH4+:20].[OH-].Cl. (3) Given the product [Cl:1][C:2]1[CH:7]=[CH:6][C:5]([C:8]2[NH:9][C:10]3[N:11]([N:15]=[C:16]([O:21][CH3:22])[C:17]=3[C:18](/[N:20]=[C:24](/[N:26]([CH3:28])[CH3:27])\[CH3:23])=[O:19])[C:12](=[O:14])[CH:13]=2)=[CH:4][CH:3]=1, predict the reactants needed to synthesize it. The reactants are: [Cl:1][C:2]1[CH:7]=[CH:6][C:5]([C:8]2[NH:9][C:10]3[N:11]([N:15]=[C:16]([O:21][CH3:22])[C:17]=3[C:18]([NH2:20])=[O:19])[C:12](=[O:14])[CH:13]=2)=[CH:4][CH:3]=1.[CH3:23][C:24]([N:26]([CH3:28])[CH3:27])=O.[CH3:23][C:24]([N:26]([CH3:28])[CH3:27])=O. (4) Given the product [NH2:9][C@H:18]([C:20]1[C:29]([C:30]2[CH:35]=[CH:34][CH:33]=[CH:32][C:31]=2[S:36]([CH3:39])(=[O:38])=[O:37])=[N:28][C:27]2[C:26]([C:40]#[N:41])=[CH:25][CH:24]=[CH:23][C:22]=2[N:21]=1)[CH3:19], predict the reactants needed to synthesize it. The reactants are: O.NN.CCO.O=C1C2C(=CC=CC=2)C(=O)[N:9]1[C@H:18]([C:20]1[C:29]([C:30]2[CH:35]=[CH:34][CH:33]=[CH:32][C:31]=2[S:36]([CH3:39])(=[O:38])=[O:37])=[N:28][C:27]2[C:26]([C:40]#[N:41])=[CH:25][CH:24]=[CH:23][C:22]=2[N:21]=1)[CH3:19].C([O-])(O)=O.[Na+]. (5) Given the product [NH2:8][C@@H:9]1[C:15](=[O:16])[NH:14][C:13]2[CH:17]=[C:18]([F:21])[CH:19]=[CH:20][C:12]=2[O:11][C:10]1([CH3:23])[CH3:22], predict the reactants needed to synthesize it. The reactants are: C([N:8](CC1C=CC=CC=1)[C@@H:9]1[C:15](=[O:16])[NH:14][C:13]2[CH:17]=[C:18]([F:21])[CH:19]=[CH:20][C:12]=2[O:11][C:10]1([CH3:23])[CH3:22])C1C=CC=CC=1. (6) Given the product [Cl:1][C:2]1[CH:3]=[C:4]([C:9]2[C:14]([O:15][CH2:16][C:17]([F:19])([F:20])[F:18])=[N:13][CH:12]=[C:11]([CH:10]=2)[C:21]([NH:25][CH2:24][C:26](=[O:31])[C:27]([F:29])([F:30])[F:28])=[O:22])[CH:5]=[CH:6][C:7]=1[Cl:8], predict the reactants needed to synthesize it. The reactants are: [Cl:1][C:2]1[CH:3]=[C:4]([C:9]2[CH:10]=[C:11]([C:21]3[O:22]C(=O)[CH:24]([C:26](=[O:31])[C:27]([F:30])([F:29])[F:28])[N:25]=3)[CH:12]=[N:13][C:14]=2[O:15][CH2:16][C:17]([F:20])([F:19])[F:18])[CH:5]=[CH:6][C:7]=1[Cl:8]. (7) Given the product [CH2:3]([C:6]([CH2:20][C:19]#[CH:18])([C:12]([O:14][CH2:15][CH3:16])=[O:13])[C:7]([O:9][CH2:10][CH3:11])=[O:8])[CH:4]=[CH2:5], predict the reactants needed to synthesize it. The reactants are: [H-].[Na+].[CH2:3]([CH:6]([C:12]([O:14][CH2:15][CH3:16])=[O:13])[C:7]([O:9][CH2:10][CH3:11])=[O:8])[CH:4]=[CH2:5].Br[CH2:18][C:19]#[CH:20]. (8) Given the product [F:1][C:2]1[CH:3]=[C:4]([NH:18][C:55]([NH:54][C:52](=[O:53])[CH:51]([C:57]2[CH:58]=[CH:59][CH:60]=[CH:61][CH:62]=2)[CH3:50])=[S:56])[CH:5]=[CH:6][C:7]=1[O:8][C:9]1[CH:14]=[CH:13][N:12]=[C:11]2[CH:15]=[CH:16][S:17][C:10]=12, predict the reactants needed to synthesize it. The reactants are: [F:1][C:2]1[CH:3]=[C:4]([NH2:18])[CH:5]=[CH:6][C:7]=1[O:8][C:9]1[CH:14]=[CH:13][N:12]=[C:11]2[CH:15]=[CH:16][S:17][C:10]=12.FC1C=C(NC(NC(=O)CC2C=CC=CC=2)=S)C=CC=1OC1C=CN=C2C=CSC=12.C[CH:50](C)[CH:51]([C:57]1[CH:62]=[CH:61][CH:60]=[CH:59][CH:58]=1)[C:52]([N:54]=[C:55]=[S:56])=[O:53]. (9) Given the product [ClH:25].[NH2:1][C:2]1[CH:3]=[C:4]([C:8]2[C:17]3[C:12](=[C:13]4[CH:21]=[CH:20][CH:19]=[CH:18][C:14]4=[CH:15][CH:16]=3)[NH:11][C:10](=[O:22])[N:9]=2)[CH:5]=[CH:6][CH:7]=1, predict the reactants needed to synthesize it. The reactants are: [NH2:1][C:2]1[CH:3]=[C:4]([C:8]2[C:17]3[C:12](=[C:13]4[CH:21]=[CH:20][CH:19]=[CH:18][C:14]4=[CH:15][CH:16]=3)[NH:11][C:10](=[O:22])[N:9]=2)[CH:5]=[CH:6][CH:7]=1.CO.[ClH:25]. (10) Given the product [C:1]([CH2:4][N:5]([CH:18]([CH3:20])[CH3:19])[C:6]([C:8]1[N:9]=[C:10]([N:13]2[CH2:14][CH:15]([O:17][S:22]([CH3:21])(=[O:24])=[O:23])[CH2:16]2)[S:11][CH:12]=1)=[O:7])(=[O:3])[NH2:2].[C:1]([CH2:4][N:5]([CH:18]([CH3:20])[CH3:19])[C:6]([C:8]1[N:9]=[C:10]([N:13]2[CH2:16][CH:15]([O:17][S:22]([CH3:21])(=[O:24])=[O:23])[CH2:14]2)[S:11][CH:12]=1)=[O:7])#[N:2], predict the reactants needed to synthesize it. The reactants are: [C:1]([CH2:4][N:5]([CH:18]([CH3:20])[CH3:19])[C:6]([C:8]1[N:9]=[C:10]([N:13]2[CH2:16][CH:15]([OH:17])[CH2:14]2)[S:11][CH:12]=1)=[O:7])(=[O:3])[NH2:2].[CH3:21][S:22](Cl)(=[O:24])=[O:23].C(N(CC)CC)C.